From a dataset of Full USPTO retrosynthesis dataset with 1.9M reactions from patents (1976-2016). Predict the reactants needed to synthesize the given product. (1) Given the product [Cl:25][C:26]1[CH:27]=[C:28]([N:32]2[C:36]([CH3:37])=[C:35]([C:38]([NH:9][C:5]3[CH:4]=[N:3][C:2]([N:12]4[CH2:17][CH2:16][CH:15]([OH:18])[CH2:14][CH2:13]4)=[C:7]([CH3:8])[CH:6]=3)=[O:39])[CH:34]=[N:33]2)[CH:29]=[CH:30][CH:31]=1, predict the reactants needed to synthesize it. The reactants are: Cl[C:2]1[C:7]([CH3:8])=[CH:6][C:5]([N+:9]([O-])=O)=[CH:4][N:3]=1.[NH:12]1[CH2:17][CH2:16][CH:15]([OH:18])[CH2:14][CH2:13]1.C(=O)([O-])[O-].[K+].[K+].[Cl:25][C:26]1[CH:27]=[C:28]([N:32]2[C:36]([CH3:37])=[C:35]([C:38](O)=[O:39])[CH:34]=[N:33]2)[CH:29]=[CH:30][CH:31]=1.C(N(CC)CC)C. (2) Given the product [C:1]12([C:11]3[CH:12]=[C:13]([C:18]4[N:23]=[CH:22][C:21]([CH:24]=[O:25])=[CH:20][CH:19]=4)[CH:14]=[C:15]([N+:32]([O-:33])=[O:31])[C:16]=3[OH:17])[CH2:2][CH:3]3[CH2:9][CH:7]([CH2:6][CH:5]([CH2:4]3)[CH2:10]1)[CH2:8]2, predict the reactants needed to synthesize it. The reactants are: [C:1]12([C:11]3[CH:12]=[C:13]([C:18]4[N:23]=[CH:22][C:21]([CH:24]=[O:25])=[CH:20][CH:19]=4)[CH:14]=[CH:15][C:16]=3[OH:17])[CH2:10][CH:5]3[CH2:6][CH:7]([CH2:9][CH:3]([CH2:4]3)[CH2:2]1)[CH2:8]2.F[B-](F)(F)F.[O:31]=[N+:32]=[O:33]. (3) Given the product [OH:12][CH:13]1[CH2:18][CH2:17][CH2:16][N:15]([C:2]2[CH:7]=[CH:6][C:5]([N+:8]([O-:10])=[O:9])=[CH:4][CH:3]=2)[CH2:14]1, predict the reactants needed to synthesize it. The reactants are: F[C:2]1[CH:7]=[CH:6][C:5]([N+:8]([O-:10])=[O:9])=[CH:4][CH:3]=1.Cl.[OH:12][CH:13]1[CH2:18][CH2:17][CH2:16][NH:15][CH2:14]1.CCN(C(C)C)C(C)C. (4) Given the product [I:29][C:13]1[CH:14]=[CH:15][C:9]2[O:8][C:7]([C:6]([F:5])([F:28])[F:27])([C:17]3[CH:22]=[CH:21][CH:20]=[C:19]([C:23]([F:25])([F:26])[F:24])[CH:18]=3)[CH2:11][C:10]=2[CH:12]=1, predict the reactants needed to synthesize it. The reactants are: N([O-])=O.[Na+].[F:5][C:6]([F:28])([F:27])[C:7]1([C:17]2[CH:22]=[CH:21][CH:20]=[C:19]([C:23]([F:26])([F:25])[F:24])[CH:18]=2)[CH2:11][C:10]2[CH:12]=[C:13](N)[CH:14]=[CH:15][C:9]=2[O:8]1.[I-:29].[K+]. (5) Given the product [CH:27]1([NH:26][C:24](=[O:25])[C:23]2[CH:30]=[CH:31][C:32]([F:33])=[C:21]([NH:20][C:2]3[CH:3]=[C:4]4[C:8](=[CH:9][CH:10]=3)[C:7](=[O:11])[C:6]([CH3:13])([CH3:12])[CH2:5]4)[CH:22]=2)[CH2:28][CH2:29]1, predict the reactants needed to synthesize it. The reactants are: Br[C:2]1[CH:3]=[C:4]2[C:8](=[CH:9][CH:10]=1)[C:7](=[O:11])[C:6]([CH3:13])([CH3:12])[CH2:5]2.C(=O)([O-])[O-].[Cs+].[Cs+].[NH2:20][C:21]1[CH:22]=[C:23]([CH:30]=[CH:31][C:32]=1[F:33])[C:24]([NH:26][CH:27]1[CH2:29][CH2:28]1)=[O:25]. (6) Given the product [NH2:22][C:20](=[O:21])[C@@H:19]([NH:18][C:15]([C:9]1([NH:8][C:6](=[O:7])[O:5][C:1]([CH3:2])([CH3:3])[CH3:4])[CH2:10][CH2:11][O:12][CH2:13][CH2:14]1)=[O:17])[CH2:23][C:24]1[CH:29]=[CH:28][C:27]([I:30])=[CH:26][CH:25]=1, predict the reactants needed to synthesize it. The reactants are: [C:1]([O:5][C:6]([NH:8][C:9]1([C:15]([OH:17])=O)[CH2:14][CH2:13][O:12][CH2:11][CH2:10]1)=[O:7])([CH3:4])([CH3:3])[CH3:2].[NH2:18][C@@H:19]([CH2:23][C:24]1[CH:29]=[CH:28][C:27]([I:30])=[CH:26][CH:25]=1)[C:20]([NH2:22])=[O:21].C(N(C(C)C)CC)(C)C.C(P1(=O)OP(CCC)(=O)OP(CCC)(=O)O1)CC.